From a dataset of Reaction yield outcomes from USPTO patents with 853,638 reactions. Predict the reaction yield, written as a fraction of the theoretical maximum amount of product (1.0 means a 100% yield; for example, 0.34 means a 34% yield). (1) The reactants are [NH2:1][C@H:2]([C:4]1[N:5]([C:16]2[CH:21]=[CH:20][CH:19]=[CH:18][CH:17]=2)[C:6](=[O:15])[C:7]2[C:12]([CH:13]=1)=[CH:11][CH:10]=[CH:9][C:8]=2Cl)[CH3:3].[CH3:22][N:23]1[CH:27]=[C:26](B(O)O)[CH:25]=[N:24]1.C([O-])([O-])=O.[Na+].[Na+]. The catalyst is CC(N(C)C)=O.C1C=CC(P(C2C=CC=CC=2)[C-]2C=CC=C2)=CC=1.C1C=CC(P(C2C=CC=CC=2)[C-]2C=CC=C2)=CC=1.Cl[Pd]Cl.[Fe+2]. The product is [NH2:1][C@H:2]([C:4]1[N:5]([C:16]2[CH:21]=[CH:20][CH:19]=[CH:18][CH:17]=2)[C:6](=[O:15])[C:7]2[C:12]([CH:13]=1)=[CH:11][CH:10]=[CH:9][C:8]=2[C:26]1[CH:25]=[N:24][N:23]([CH3:22])[CH:27]=1)[CH3:3]. The yield is 0.850. (2) The reactants are [CH:1]([NH:3][CH2:4][CH2:5][C:6]1[CH:11]=[CH:10][CH:9]=[CH:8][C:7]=1Br)=[O:2].C([O-])([O-])=O.[K+].[K+].CN[C@@H]1CCCC[C@H]1NC. The catalyst is [Cu]I.C1(C)C=CC=CC=1. The product is [CH:1]([N:3]1[C:11]2[C:6](=[CH:7][CH:8]=[CH:9][CH:10]=2)[CH2:5][CH2:4]1)=[O:2]. The yield is 0.990. (3) The product is [Br:7][C:8]1[CH:13]=[CH:12][CH:11]=[C:10]([Br:14])[C:9]=1[O:15][CH2:3][CH2:2][Br:1]. The yield is 0.570. The reactants are [Br:1][CH2:2][CH2:3]Br.[OH-].[Na+].[Br:7][C:8]1[CH:13]=[CH:12][CH:11]=[C:10]([Br:14])[C:9]=1[OH:15].C(OCC)(=O)C. The catalyst is O. (4) The yield is 0.440. The catalyst is [Pd]. The reactants are C1(COC([NH:11][CH2:12][CH2:13][C:14]2[C:23]3[C:18](=[C:19]([CH2:24][CH2:25][NH:26]C(OCC4C=CC=CC=4)=O)[CH:20]=[CH:21][CH:22]=3)[CH:17]=[CH:16][CH:15]=2)=O)C=CC=CC=1. The product is [NH2:11][CH2:12][CH2:13][C:14]1[CH:15]=[CH:16][CH:17]=[C:18]2[C:23]=1[CH:22]=[CH:21][CH:20]=[C:19]2[CH2:24][CH2:25][NH2:26]. (5) The reactants are Cl[Si](C)(C)C.[BH4-].[Li+].CS([O:12][C:13]1[CH:18]=[CH:17][C:16]([C@@H:19]2[O:24][CH2:23][C:22](=O)[N:21]([CH2:26][C:27]3[CH:32]=[CH:31][CH:30]=[CH:29][CH:28]=3)[CH2:20]2)=[CH:15][CH:14]=1)(=O)=O.[OH-].[K+]. The catalyst is O1CCCC1.C(O)C.O.CO. The product is [CH2:26]([N:21]1[CH2:22][CH2:23][O:24][C@@H:19]([C:16]2[CH:15]=[CH:14][C:13]([OH:12])=[CH:18][CH:17]=2)[CH2:20]1)[C:27]1[CH:28]=[CH:29][CH:30]=[CH:31][CH:32]=1. The yield is 0.670. (6) The reactants are [F:1][C:2]1([F:14])[CH2:8][CH2:7][C:6]2[CH:9]=[C:10]([NH2:13])[CH:11]=[CH:12][C:5]=2[CH2:4][CH2:3]1.Cl[C:16]1[N:21]=[C:20]([NH:22][C@@H:23]2[CH2:28][CH2:27][CH2:26][CH2:25][C@H:24]2[NH:29][S:30]([CH3:33])(=[O:32])=[O:31])[C:19]([Cl:34])=[CH:18][N:17]=1.C(O)(C)C.Cl.O1CCOCC1. No catalyst specified. The product is [Cl:34][C:19]1[C:20]([NH:22][C@@H:23]2[CH2:28][CH2:27][CH2:26][CH2:25][C@H:24]2[NH:29][S:30]([CH3:33])(=[O:32])=[O:31])=[N:21][C:16]([NH:13][C:10]2[CH:11]=[CH:12][C:5]3[CH2:4][CH2:3][C:2]([F:14])([F:1])[CH2:8][CH2:7][C:6]=3[CH:9]=2)=[N:17][CH:18]=1. The yield is 0.400.